Dataset: Full USPTO retrosynthesis dataset with 1.9M reactions from patents (1976-2016). Task: Predict the reactants needed to synthesize the given product. (1) Given the product [CH3:19][N:18]([CH3:20])[C:10]1[C:9]2[C:4](=[CH:5][CH:6]=[C:7]([C:21]([C:29]3[N:33]([CH3:34])[CH:32]=[N:31][CH:30]=3)([C:23]3[CH:28]=[CH:27][N:26]=[CH:25][CH:24]=3)[OH:22])[CH:8]=2)[N:3]=[C:2]([O:42][CH:44]([CH3:46])[CH3:45])[C:11]=1[C:12]1[CH:17]=[CH:16][CH:15]=[CH:14][CH:13]=1.[C:35]([OH:41])([C:37]([F:40])([F:39])[F:38])=[O:36], predict the reactants needed to synthesize it. The reactants are: Cl[C:2]1[C:11]([C:12]2[CH:17]=[CH:16][CH:15]=[CH:14][CH:13]=2)=[C:10]([N:18]([CH3:20])[CH3:19])[C:9]2[C:4](=[CH:5][CH:6]=[C:7]([C:21]([C:29]3[N:33]([CH3:34])[CH:32]=[N:31][CH:30]=3)([C:23]3[CH:28]=[CH:27][N:26]=[CH:25][CH:24]=3)[OH:22])[CH:8]=2)[N:3]=1.[C:35]([OH:41])([C:37]([F:40])([F:39])[F:38])=[O:36].[O:42]([CH:44]([CH3:46])[CH3:45])[Na].C[O-].[Na+]. (2) Given the product [CH2:14]([O:21][C:22]1[CH:29]=[CH:28][C:25]([CH2:26][NH:27][C:44]([C@H:41]2[CH2:2][CH2:42][CH2:43][N:39]([C:37]([O:36][C:32]([CH3:33])([CH3:34])[CH3:35])=[O:38])[CH2:40]2)=[O:46])=[CH:24][C:23]=1[O:30][CH3:31])[C:15]1[CH:20]=[CH:19][CH:18]=[CH:17][CH:16]=1, predict the reactants needed to synthesize it. The reactants are: Cl.[CH2:2](N=C=NCCCN(C)C)C.Cl.[CH2:14]([O:21][C:22]1[CH:29]=[CH:28][C:25]([CH2:26][NH2:27])=[CH:24][C:23]=1[O:30][CH3:31])[C:15]1[CH:20]=[CH:19][CH:18]=[CH:17][CH:16]=1.[C:32]([O:36][C:37]([N:39]1[CH2:43][CH2:42][C@H:41]([C:44]([OH:46])=O)[CH2:40]1)=[O:38])([CH3:35])([CH3:34])[CH3:33].C(N(CC)CC)C. (3) Given the product [CH:28]1([NH:31][C:32]([C:33]2[CH:38]=[CH:37][C:36]([CH3:39])=[C:35]([C:2]3[CH:3]=[C:4]4[C:9](=[CH:10][CH:11]=3)[N:8]=[C:7]([NH:12][C:13]([CH3:27])([CH3:26])[CH2:14][N:15]([CH:23]([CH3:24])[CH3:25])[C:16](=[O:22])[O:17][C:18]([CH3:20])([CH3:21])[CH3:19])[N:6]=[CH:5]4)[CH:34]=2)=[O:49])[CH2:29][CH2:30]1, predict the reactants needed to synthesize it. The reactants are: Br[C:2]1[CH:3]=[C:4]2[C:9](=[CH:10][CH:11]=1)[N:8]=[C:7]([NH:12][C:13]([CH3:27])([CH3:26])[CH2:14][N:15]([CH:23]([CH3:25])[CH3:24])[C:16](=[O:22])[O:17][C:18]([CH3:21])([CH3:20])[CH3:19])[N:6]=[CH:5]2.[CH:28]1([NH:31][C:32](=[O:49])[C:33]2[CH:38]=[CH:37][C:36]([CH3:39])=[C:35](B3OC(C)(C)C(C)(C)O3)[CH:34]=2)[CH2:30][CH2:29]1. (4) Given the product [CH3:17][O:5][C:4](=[O:6])[C:3]1[CH:7]=[CH:8][CH:9]=[C:10]([CH3:11])[C:2]=1[OH:1], predict the reactants needed to synthesize it. The reactants are: [OH:1][C:2]1[C:10]([CH3:11])=[CH:9][CH:8]=[CH:7][C:3]=1[C:4]([OH:6])=[O:5].OS(O)(=O)=O.[CH3:17]O.